Dataset: Forward reaction prediction with 1.9M reactions from USPTO patents (1976-2016). Task: Predict the product of the given reaction. (1) Given the reactants [C:1]([Mg]Br)#[CH:2].[CH3:5][N:6]1[CH:10]=[CH:9][C:8]([C:11](=[O:13])[CH3:12])=[N:7]1, predict the reaction product. The product is: [CH3:5][N:6]1[CH:10]=[CH:9][C:8]([C:11]([OH:13])([C:1]#[CH:2])[CH3:12])=[N:7]1. (2) Given the reactants [CH2:1]([C@@H:3]1[CH2:7][C@@H:6]([CH:8]2[CH2:10][N@@:9]2[S:11]([C:14]2[CH:19]=[CH:18][CH:17]=[CH:16][C:15]=2[N+:20]([O-:22])=[O:21])(=[O:13])=[O:12])[O:5][C:4]1=[O:23])[CH3:2].[Cl:24][C:25]1[CH:30]=[CH:29][CH:28]=[CH:27][C:26]=1[N:31]1[CH2:36][C:35]([CH3:38])([CH3:37])[NH:34][CH2:33][C:32]1=[O:39], predict the reaction product. The product is: [Cl:24][C:25]1[CH:30]=[CH:29][CH:28]=[CH:27][C:26]=1[N:31]1[C:32](=[O:39])[CH2:33][N:34]([CH2:10][C@H:8]([NH:9][S:11]([C:14]2[CH:19]=[CH:18][CH:17]=[CH:16][C:15]=2[N+:20]([O-:22])=[O:21])(=[O:13])=[O:12])[C@@H:6]2[CH2:7][C@@H:3]([CH2:1][CH3:2])[C:4](=[O:23])[O:5]2)[C:35]([CH3:38])([CH3:37])[CH2:36]1. (3) The product is: [F:1][C:2]1[S:3][C:4]2[CH2:9][CH2:8][CH:7]([C:10]([OH:12])=[O:11])[C:5]=2[N:6]=1. Given the reactants [F:1][C:2]1[S:3][C:4]2[CH2:9][CH2:8][CH:7]([C:10]([O:12]CC)=[O:11])[C:5]=2[N:6]=1.[OH-].[Li+].Cl, predict the reaction product. (4) Given the reactants [F:1][C:2]([F:23])([F:22])[C:3]1[CH:21]=[CH:20][C:6]([CH2:7][O:8][C:9]2[CH:17]=[CH:16][C:15]([CH:18]=[O:19])=[CH:14][C:10]=2[C:11]([OH:13])=O)=[CH:5][CH:4]=1.[CH2:24]([N:29](CCCCC)[C:30](=O)[C:31]1C=C(C=O)[CH:34]=[CH:33][C:32]=1OC)[CH2:25][CH2:26][CH2:27][CH3:28], predict the reaction product. The product is: [CH2:30]([N:29]([CH2:24][CH2:25][CH2:26][CH2:27][CH3:28])[C:11](=[O:13])[C:10]1[CH:14]=[C:15]([CH:18]=[O:19])[CH:16]=[CH:17][C:9]=1[O:8][CH2:7][C:6]1[CH:20]=[CH:21][C:3]([C:2]([F:23])([F:22])[F:1])=[CH:4][CH:5]=1)[CH2:31][CH2:32][CH2:33][CH3:34]. (5) Given the reactants [NH2:1][CH2:2][C:3]1[C:4]([F:22])=[C:5]([O:10][C:11]2[CH:12]=[C:13]([CH:16]=[C:17]([CH:19]3[CH2:21][CH2:20]3)[CH:18]=2)[C:14]#[N:15])[C:6]([Cl:9])=[CH:7][CH:8]=1.[CH3:23][C:24]([O:27][C:28]([N:30]([C:40]([O:42][C:43]([CH3:46])([CH3:45])[CH3:44])=[O:41])[C:31]1[NH:32][C:33]([C:37](O)=[O:38])=[C:34]([Cl:36])[N:35]=1)=[O:29])([CH3:26])[CH3:25].C1C=CC2N(O)N=NC=2C=1.C(Cl)CCl, predict the reaction product. The product is: [Cl:36][C:34]1[N:35]=[C:31]([N:30]([C:40]([O:42][C:43]([CH3:46])([CH3:45])[CH3:44])=[O:41])[C:28]([O:27][C:24]([CH3:26])([CH3:25])[CH3:23])=[O:29])[NH:32][C:33]=1[C:37]([NH:1][CH2:2][C:3]1[CH:8]=[CH:7][C:6]([Cl:9])=[C:5]([O:10][C:11]2[CH:18]=[C:17]([CH:19]3[CH2:20][CH2:21]3)[CH:16]=[C:13]([C:14]#[N:15])[CH:12]=2)[C:4]=1[F:22])=[O:38]. (6) The product is: [C:1]([O:5][C:6]([N:8]1[CH2:13][CH2:12][CH:11]([NH:14][CH2:20][C:19]2[CH:22]=[CH:23][C:16]([OH:15])=[C:17]([O:24][CH3:25])[CH:18]=2)[CH2:10][CH2:9]1)=[O:7])([CH3:4])([CH3:2])[CH3:3]. Given the reactants [C:1]([O:5][C:6]([N:8]1[CH2:13][CH2:12][CH:11]([NH2:14])[CH2:10][CH2:9]1)=[O:7])([CH3:4])([CH3:3])[CH3:2].[OH:15][C:16]1[CH:23]=[CH:22][C:19]([CH:20]=O)=[CH:18][C:17]=1[O:24][CH3:25].[BH4-].[Na+].C(O)(=O)C, predict the reaction product.